From a dataset of Peptide-MHC class I binding affinity with 185,985 pairs from IEDB/IMGT. Regression. Given a peptide amino acid sequence and an MHC pseudo amino acid sequence, predict their binding affinity value. This is MHC class I binding data. (1) The peptide sequence is CDECHSTDA. The MHC is Patr-B2401 with pseudo-sequence Patr-B2401. The binding affinity (normalized) is 0.260. (2) The peptide sequence is IVNTTYDFLA. The binding affinity (normalized) is 0.366. The MHC is HLA-A02:06 with pseudo-sequence HLA-A02:06. (3) The peptide sequence is VFAQVKQMY. The MHC is HLA-A23:01 with pseudo-sequence HLA-A23:01. The binding affinity (normalized) is 0.0527. (4) The peptide sequence is ALDEGLLPV. The MHC is HLA-A02:01 with pseudo-sequence HLA-A02:01. The binding affinity (normalized) is 1.00. (5) The peptide sequence is LTDEQKNAV. The MHC is HLA-A25:01 with pseudo-sequence HLA-A25:01. The binding affinity (normalized) is 0.0847. (6) The peptide sequence is RENLLLGVGL. The MHC is HLA-B40:02 with pseudo-sequence HLA-B40:02. The binding affinity (normalized) is 0.847.